This data is from Peptide-MHC class II binding affinity with 134,281 pairs from IEDB. The task is: Regression. Given a peptide amino acid sequence and an MHC pseudo amino acid sequence, predict their binding affinity value. This is MHC class II binding data. (1) The peptide sequence is YDKFLANVQTVLTGK. The MHC is DRB1_0101 with pseudo-sequence DRB1_0101. The binding affinity (normalized) is 0.829. (2) The peptide sequence is AANWILRGTSFVYVP. The MHC is DRB4_0101 with pseudo-sequence DRB4_0103. The binding affinity (normalized) is 0.188. (3) The peptide sequence is RVWITNNPHMQDKTM. The binding affinity (normalized) is 0.301. The MHC is HLA-DQA10201-DQB10303 with pseudo-sequence HLA-DQA10201-DQB10303. (4) The peptide sequence is GNETPGGYCLTRWML. The MHC is DRB1_0101 with pseudo-sequence DRB1_0101. The binding affinity (normalized) is 0.436. (5) The peptide sequence is QSQTPLNDVVQALTD. The MHC is DRB1_0101 with pseudo-sequence DRB1_0101. The binding affinity (normalized) is 0. (6) The peptide sequence is ASYFAADRILPELTE. The MHC is DRB3_0101 with pseudo-sequence DRB3_0101. The binding affinity (normalized) is 0.744. (7) The peptide sequence is AYAQRVYQANRAAGS. The MHC is DRB3_0101 with pseudo-sequence DRB3_0101. The binding affinity (normalized) is 0.801. (8) The peptide sequence is QSAVVCGRRHSVRIR. The MHC is DRB4_0101 with pseudo-sequence DRB4_0103. The binding affinity (normalized) is 0.119. (9) The peptide sequence is AAVELARALVRAVAE. The MHC is DRB4_0101 with pseudo-sequence DRB4_0103. The binding affinity (normalized) is 0.523. (10) The peptide sequence is ILKGVINIWGSGLLQ. The MHC is DRB1_0101 with pseudo-sequence DRB1_0101. The binding affinity (normalized) is 1.00.